Task: Regression/Classification. Given a drug SMILES string, predict its absorption, distribution, metabolism, or excretion properties. Task type varies by dataset: regression for continuous measurements (e.g., permeability, clearance, half-life) or binary classification for categorical outcomes (e.g., BBB penetration, CYP inhibition). For this dataset (solubility_aqsoldb), we predict Y.. Dataset: Aqueous solubility values for 9,982 compounds from the AqSolDB database (1) The drug is O=[PH]([O-])O.O=[PH]([O-])O.O=[PH]([O-])O.[Al+3]. The Y is -4.77 log mol/L. (2) The molecule is CC(CCC(C)O[N+](=O)O)O[N+](=O)O. The Y is -2.68 log mol/L. (3) The compound is O=P(OC(Cl)CCCl)(OC(Cl)CCCl)OC(Cl)CCCl. The Y is -3.63 log mol/L.